Dataset: Peptide-MHC class II binding affinity with 134,281 pairs from IEDB. Task: Regression. Given a peptide amino acid sequence and an MHC pseudo amino acid sequence, predict their binding affinity value. This is MHC class II binding data. (1) The peptide sequence is GIKQLQARVLAVERYLK. The MHC is HLA-DQA10103-DQB10603 with pseudo-sequence HLA-DQA10103-DQB10603. The binding affinity (normalized) is 0.561. (2) The peptide sequence is YPSGTSGSPIVNRNG. The MHC is DRB1_0404 with pseudo-sequence DRB1_0404. The binding affinity (normalized) is 0.387. (3) The peptide sequence is NNGGDAMYMALIAAF. The MHC is DRB1_0901 with pseudo-sequence DRB1_0901. The binding affinity (normalized) is 0.728. (4) The peptide sequence is ETAEGGEIHELLRLQ. The MHC is HLA-DPA10103-DPB10401 with pseudo-sequence HLA-DPA10103-DPB10401. The binding affinity (normalized) is 0.371. (5) The peptide sequence is THFTTWTSIPTLAAQ. The MHC is DRB1_0301 with pseudo-sequence DRB1_0301. The binding affinity (normalized) is 0.200. (6) The peptide sequence is ATSPTAEGGKATTEE. The MHC is DRB1_1001 with pseudo-sequence DRB1_1001. The binding affinity (normalized) is 0.139. (7) The MHC is DRB1_1101 with pseudo-sequence DRB1_1101. The peptide sequence is NHFFNHHKVMLLGHS. The binding affinity (normalized) is 0.504.